Dataset: Drug-target binding data from BindingDB using IC50 measurements. Task: Regression. Given a target protein amino acid sequence and a drug SMILES string, predict the binding affinity score between them. We predict pIC50 (pIC50 = -log10(IC50 in M); higher means more potent). Dataset: bindingdb_ic50. (1) The small molecule is N#Cc1ccc2c(c1)[nH]c(=O)n2[C@H]1CC[C@H](NC(=O)CCSc2nc3ccccc3c(=O)[nH]2)CC1. The target protein sequence is QGTNPYLTFHCVNQGTILLDLAPEDKEYQSVEEEMQSTIREHRDGGNAGGIFNRYNVIRIQKVVNKKLRERFCHRQKEVSEENHNHHNERMLFHGSPFINAIIHKGFDERHAYIGGMFGAGIYFAENSSKSNQYVYGIGGGTGCPTHKDRSCYICHRQMLFCRVTLGKSFLQFSTMKMAHAPPGHHSVIGRPSVNGLAYAEYVIYRGEQAYPEYLITYQIMKPEAPSQTATAAEQ. The pIC50 is 9.8. (2) The small molecule is O=C(O)c1c[nH]nc1-n1cnnn1. The target protein sequence is MDKKAREYAQDALKFIQRSGSNFLACKNLKERLENNGFINLSEGETWNLNKNEGYVLCKENRNICGFFVGKNFNIDTGSILISIGHIDSCALKISPNNNVIKKKIHQINVECYGSGLWHTWFDRSLGLSGQVLYKKGNKLVEKLIQINKSVLFLPSLAIHLQNRTRYDFSVKINYENHIKPIISTTLFNQLNKCKRNNVHHDTILTTDTKFSHKENSQNKRDDQMCHSFNDKDVSNHNLDKNTIEHLTNQQNEEKNKHTKDNPNSKDIVEHINTDNSYPLLYLLSKELNCKEEDILDFELCLMDTQEPCFTGVYEEFIEGARFDNLLGSFCVFEGFIELVNSIKNHTSNENTNHTNNITNDINDNIHNNLYISIGYDHEEIGSLSEVGARSYCTKNFIDRIISSVFKKEIHEKNLSVQEIYGNLVNRSFILNVDMAHCSHPNYPETVQDNHQLFFHEGIAIKYNTNKNYVTSPLHASLIKRTFELYYNKYKQQIKYQNFM.... The pIC50 is 5.9. (3) The compound is CCCCCCCCCCCCCc1cccc(O)c1C(=O)O. The target protein (P43680) has sequence MQRSPPGYGAQDDPPSRRDCAWAPGIGAAAEARGLPVTNVSPTSPASPSSLPRSPPRSPESGRYGFGRGERQTADELRIRRPMNAFMVWAKDERKRLAQQNPDLHNAVLSKMLGKAWKELNTAEKRPFVEEAERLRVQHLRDHPNYKYRPRRKKQARKVRRLEPGLLLPGLVQPSAPPEAFAAASGSARSFRELPTLGAEFDGLGLPTPERSPLDGLEPGEASFFPPPLAPEDCALRAFRAPYAPELARDPSFCYGAPLAEALRTAPPAAPLAGLYYGTLGTPGPFPNPLSPPPESPSLEGTEQLEPTADLWADVDLTEFDQYLNCSRTRPDATTLPYHVALAKLGPRAMSCPEESSLISALSDASSAVYYSACISG. The pIC50 is 3.5. (4) The compound is C[C@@H]1CN(S(=O)(=O)c2cccs2)CCN1c1ccc(C(O)(C(F)(F)F)C(F)(F)F)cc1. The target protein (Q14397) has sequence MPGTKRFQHVIETPEPGKWELSGYEAAVPITEKSNPLTQDLDKADAENIVRLLGQCDAEIFQEEGQALSTYQRLYSESILTTMVQVAGKVQEVLKEPDGGLVVLSGGGTSGRMAFLMSVSFNQLMKGLGQKPLYTYLIAGGDRSVVASREGTEDSALHGIEELKKVAAGKKRVIVIGISVGLSAPFVAGQMDCCMNNTAVFLPVLVGFNPVSMARNDPIEDWSSTFRQVAERMQKMQEKQKAFVLNPAIGPEGLSGSSRMKGGSATKILLETLLLAAHKTVDQGIAASQRCLLEILRTFERAHQVTYSQSPKIATLMKSVSTSLEKKGHVYLVGWQTLGIIAIMDGVECIHTFGADFRDVRGFLIGDHSDMFNQKAELTNQGPQFTFSQEDFLTSILPSLTEIDTVVFIFTLDDNLTEVQTIVEQVKEKTNHIQALAHSTVGQTLPIPLKKLFPSIISITWPLLFFEYEGNFIQKFQRELSTKWVLNTVSTGAHVLLGKI.... The pIC50 is 5.0. (5) The drug is C[C@]1(Cn2ccnn2)[C@H](C(=O)O)N2C(=O)C[C@H]2S1(=O)=O. The target protein sequence is MRFIHALLLAGIAHSAYASEKLTFKTDLEKLEREKAAQIGVAIVDPQGEIVAGHRMAQRFAMCSTFKFPLAALVFERIDSGTERGDRKLSYGPDMIVKWSPATERFLASGHMTVLEAAQAAVQLSDNGATNLLLREIGGPAAMTQYFRKIGDSVSRLDRKEPEMNDNTPGDLRDTTTPIAMARTVAKVLYGGALTSTSTHTIERWLIGNQTGDATLRAGFPKDWVVGEKTGTCANGGRNDIGFFKAQERDYAVAVYTTAPKLSAVERDELVASVGQVITQLILSTDK. The pIC50 is 7.2. (6) The small molecule is O=C(O)c1cc2c(C#Cc3cccc(C(F)(F)F)c3)c(-c3ccccc3)oc2cc1O. The target protein (O95278) has sequence MRFRFGVVVPPAVAGARPELLVVGSRPELGRWEPRGAVRLRPAGTAAGDGALALQEPGLWLGEVELAAEEAAQDGAEPGRVDTFWYKFLKREPGGELSWEGNGPHHDRCCTYNENNLVDGVYCLPIGHWIEATGHTNEMKHTTDFYFNIAGHQAMHYSRILPNIWLGSCPRQVEHVTIKLKHELGITAVMNFQTEWDIVQNSSGCNRYPEPMTPDTMIKLYREEGLAYIWMPTPDMSTEGRVQMLPQAVCLLHALLEKGHIVYVHCNAGVGRSTAAVCGWLQYVMGWNLRKVQYFLMAKRPAVYIDEEALARAQEDFFQKFGKVRSSVCSL. The pIC50 is 4.4. (7) The drug is O=C([O-])C(c1ccccc1)N1C(=O)c2cc(I)ccc2NC(=O)C1c1ccc(C(F)(F)F)cc1. The target protein sequence is MCNTNMSVPTDGAVTTSQIPASEQETQDKEESVESSLPLNAIEPCVICQGRPKNGCIVHGKTGHLMACFTCAKKLKKRNKPCPVCRQPIQMIVLTYFP. The pIC50 is 5.4.